This data is from Reaction yield outcomes from USPTO patents with 853,638 reactions. The task is: Predict the reaction yield, written as a fraction of the theoretical maximum amount of product (1.0 means a 100% yield; for example, 0.34 means a 34% yield). The reactants are [CH:1]([O:4][C:5]1[CH:14]=[C:13]([C:15]([F:18])([F:17])[F:16])[C:12]2[C:7](=[CH:8][CH:9]=[C:10]3[NH:22][C@H:21]([CH:23]([CH3:25])[CH3:24])[CH2:20][O:19][C:11]3=2)[N:6]=1)([CH3:3])[CH3:2].[BH4-].[Na+].F[CH:29](F)[C:30](O)=O. No catalyst specified. The product is [CH2:29]([N:22]1[C:10]2[C:11](=[C:12]3[C:7](=[CH:8][CH:9]=2)[N:6]=[C:5]([O:4][CH:1]([CH3:3])[CH3:2])[CH:14]=[C:13]3[C:15]([F:18])([F:17])[F:16])[O:19][CH2:20][C@H:21]1[CH:23]([CH3:25])[CH3:24])[CH3:30]. The yield is 0.790.